Dataset: Catalyst prediction with 721,799 reactions and 888 catalyst types from USPTO. Task: Predict which catalyst facilitates the given reaction. (1) Reactant: Cl[C:2]1[C:7]([C:8]([O:10][CH2:11][CH3:12])=[O:9])=[CH:6][N:5]=[C:4]([S:13][CH3:14])[N:3]=1.[CH2:15]([N:17](CC)CC)[CH3:16].C(N)C. Product: [CH2:15]([NH:17][C:2]1[C:7]([C:8]([O:10][CH2:11][CH3:12])=[O:9])=[CH:6][N:5]=[C:4]([S:13][CH3:14])[N:3]=1)[CH3:16]. The catalyst class is: 20. (2) Product: [C:1]1([C:42]2[CH:43]=[CH:44][CH:45]=[CH:46][CH:47]=2)[CH:6]=[CH:5][C:4]([C:7]2[N:12]=[C:11]3[N:13]=[C:14]([O:24][C@H:25]4[CH2:30][O:29][C@H:28]([CH:31]=[O:32])[C@@H:27]([O:33][Si:34]([CH2:37][CH3:38])([CH2:39][CH3:40])[CH2:35][CH3:36])[CH2:26]4)[N:15]([CH2:16][O:17][CH2:18][CH2:19][Si:20]([CH3:23])([CH3:22])[CH3:21])[C:10]3=[CH:9][C:8]=2[Cl:41])=[CH:3][CH:2]=1. The catalyst class is: 2. Reactant: [C:1]1([C:42]2[CH:47]=[CH:46][CH:45]=[CH:44][CH:43]=2)[CH:6]=[CH:5][C:4]([C:7]2[N:12]=[C:11]3[N:13]=[C:14]([O:24][C@H:25]4[CH2:30][O:29][C@H:28]([CH2:31][OH:32])[C@@H:27]([O:33][Si:34]([CH2:39][CH3:40])([CH2:37][CH3:38])[CH2:35][CH3:36])[CH2:26]4)[N:15]([CH2:16][O:17][CH2:18][CH2:19][Si:20]([CH3:23])([CH3:22])[CH3:21])[C:10]3=[CH:9][C:8]=2[Cl:41])=[CH:3][CH:2]=1.N1C=CC=CC=1.CC(OI1(OC(C)=O)(OC(C)=O)OC(=O)C2C=CC=CC1=2)=O. (3) Reactant: C[O:2][C:3]1[CH:4]=[CH:5][CH:6]=[C:7]2[C:12]=1[CH:11]=[N:10][CH:9]=[CH:8]2.B(Br)(Br)Br.CO. Product: [CH:11]1[C:12]2[C:7](=[CH:6][CH:5]=[CH:4][C:3]=2[OH:2])[CH:8]=[CH:9][N:10]=1. The catalyst class is: 2.